Dataset: Forward reaction prediction with 1.9M reactions from USPTO patents (1976-2016). Task: Predict the product of the given reaction. (1) Given the reactants Br[C:2]1[CH:7]=[CH:6][CH:5]=[CH:4][N:3]=1.[NH:8]1[CH2:13][CH2:12][NH:11][CH2:10][CH2:9]1, predict the reaction product. The product is: [N:3]1[CH:4]=[CH:5][CH:6]=[CH:7][C:2]=1[N:8]1[CH2:13][CH2:12][NH:11][CH2:10][CH2:9]1. (2) Given the reactants [C:1]1([S:7]([C:10]2[CH:15]=[CH:14][C:13]([CH2:16][CH2:17][CH:18](O)[CH2:19][Si](C)(C)C)=[C:12]([Br:25])[CH:11]=2)(=[O:9])=[O:8])[CH:6]=[CH:5][CH:4]=[CH:3][CH:2]=1.B(F)(F)F.CCOCC, predict the reaction product. The product is: [C:1]1([S:7]([C:10]2[CH:15]=[CH:14][C:13]([CH2:16][CH2:17][CH:18]=[CH2:19])=[C:12]([Br:25])[CH:11]=2)(=[O:9])=[O:8])[CH:6]=[CH:5][CH:4]=[CH:3][CH:2]=1. (3) Given the reactants COC1C=CC(C[N:8]2[CH:12]=[CH:11][C:10]([C:13]([C:16]3[CH:21]=[CH:20][C:19]([N:22]4[CH2:34][CH2:33][C:25]5[N:26]=[C:27]([O:31][CH3:32])[N:28]=[C:29]([NH2:30])[C:24]=5[C:23]4=[O:35])=[CH:18][CH:17]=3)([CH3:15])[CH3:14])=[N:9]2)=CC=1.[H][H], predict the reaction product. The product is: [NH2:30][C:29]1[C:24]2[C:23](=[O:35])[N:22]([C:19]3[CH:18]=[CH:17][C:16]([C:13]([CH3:15])([C:10]4[CH:11]=[CH:12][NH:8][N:9]=4)[CH3:14])=[CH:21][CH:20]=3)[CH2:34][CH2:33][C:25]=2[N:26]=[C:27]([O:31][CH3:32])[N:28]=1. (4) Given the reactants [CH:1]([CH:3]1[CH2:9][CH:8]2[N:10]([C:11]([O:13][CH2:14][CH3:15])=[O:12])[CH:5]([CH2:6][CH2:7]2)[CH2:4]1)=[O:2].[O-:16][Mn](=O)(=O)=O.[K+], predict the reaction product. The product is: [CH2:14]([O:13][C:11]([N:10]1[CH:8]2[CH2:7][CH2:6][CH:5]1[CH2:4][CH:3]([C:1]([OH:16])=[O:2])[CH2:9]2)=[O:12])[CH3:15]. (5) Given the reactants [C:1]([O:5][C:6](=[O:13])[NH:7][CH2:8][CH2:9][CH2:10][CH2:11][NH2:12])([CH3:4])([CH3:3])[CH3:2].[C:14]([O:18][C:19](=[O:29])[NH:20][C:21]1[C:22]([CH:27]=O)=[N:23][CH:24]=[CH:25][CH:26]=1)([CH3:17])([CH3:16])[CH3:15].[BH4-].[Na+], predict the reaction product. The product is: [C:1]([O:5][C:6](=[O:13])[NH:7][C:8]1[C:27]([CH2:22][NH:23][CH2:24][CH2:25][CH2:26][CH2:21][NH:20][C:19]([O:18][C:14]([CH3:15])([CH3:17])[CH3:16])=[O:29])=[N:12][CH:11]=[CH:10][CH:9]=1)([CH3:4])([CH3:2])[CH3:3]. (6) Given the reactants C1(P(=[CH:20][C:21]([O:23][CH3:24])=[O:22])(C2C=CC=CC=2)C2C=CC=CC=2)C=CC=CC=1.O=[C:26]1[CH2:31][N:30]([C:32]([O:34][CH2:35][C:36]2[CH:41]=[CH:40][CH:39]=[CH:38][CH:37]=2)=[O:33])[C@H:29]([C:42]([O:44][CH2:45][C:46]2[CH:51]=[CH:50][CH:49]=[CH:48][CH:47]=2)=[O:43])[C@@H:28]([C:52]([O:54][C:55]([CH3:58])([CH3:57])[CH3:56])=[O:53])[CH2:27]1, predict the reaction product. The product is: [CH3:24][O:23][C:21](=[O:22])[CH:20]=[C:26]1[CH2:31][N:30]([C:32]([O:34][CH2:35][C:36]2[CH:41]=[CH:40][CH:39]=[CH:38][CH:37]=2)=[O:33])[C@H:29]([C:42]([O:44][CH2:45][C:46]2[CH:47]=[CH:48][CH:49]=[CH:50][CH:51]=2)=[O:43])[C@@H:28]([C:52]([O:54][C:55]([CH3:56])([CH3:57])[CH3:58])=[O:53])[CH2:27]1. (7) Given the reactants CN(C1C=CC=CN=1)C.[NH:10]1[C:18]2[C:13](=[CH:14][N:15]=[CH:16][CH:17]=2)[CH:12]=[CH:11]1.[C:19]([O:23][C:24](O[C:24]([O:23][C:19]([CH3:22])([CH3:21])[CH3:20])=[O:25])=[O:25])([CH3:22])([CH3:21])[CH3:20], predict the reaction product. The product is: [C:19]([O:23][C:24]([N:10]1[C:18]2[CH:17]=[CH:16][N:15]=[CH:14][C:13]=2[CH:12]=[CH:11]1)=[O:25])([CH3:22])([CH3:21])[CH3:20].